This data is from Forward reaction prediction with 1.9M reactions from USPTO patents (1976-2016). The task is: Predict the product of the given reaction. (1) Given the reactants [C:1]([C:3]([C:9]#[N:10])=[C:4](C#N)C#N)#[N:2].N[C:12](N)=[O:13].[CH3:15][OH:16], predict the reaction product. The product is: [CH3:15][O:16][C:4]([O:13][CH3:12])=[C:3]([C:9]#[N:10])[C:1]#[N:2]. (2) Given the reactants [F:1][C@@H:2]1[CH2:6][CH2:5][NH:4][CH2:3]1.F[C:8]1[CH:15]=[CH:14][C:13]([C:16]2[N:21]=[C:20]([NH:22][C:23]3[CH:28]=[CH:27][C:26]([N:29]4[CH2:34][CH2:33][N:32]([CH:35]5[CH2:38][O:37][CH2:36]5)[CH2:31][CH2:30]4)=[CH:25][CH:24]=3)[N:19]=[CH:18][N:17]=2)=[CH:12][C:9]=1[C:10]#[N:11].CCN(C(C)C)C(C)C, predict the reaction product. The product is: [F:1][C@@H:2]1[CH2:6][CH2:5][N:4]([C:8]2[CH:15]=[CH:14][C:13]([C:16]3[N:21]=[C:20]([NH:22][C:23]4[CH:24]=[CH:25][C:26]([N:29]5[CH2:34][CH2:33][N:32]([CH:35]6[CH2:38][O:37][CH2:36]6)[CH2:31][CH2:30]5)=[CH:27][CH:28]=4)[N:19]=[CH:18][N:17]=3)=[CH:12][C:9]=2[C:10]#[N:11])[CH2:3]1. (3) Given the reactants [CH3:1][C:2]1[CH:3]=[C:4]([CH:7]=[C:8]([N+:35]([O-])=O)[C:9]=1[C:10]#[C:11][CH2:12][C:13]([OH:34])([CH2:18][C:19]1([CH3:33])[C:28]2[C:23](=[CH:24][CH:25]=[C:26]([S:29]([CH3:32])(=[O:31])=[O:30])[CH:27]=2)[O:22][CH2:21][CH2:20]1)[C:14]([F:17])([F:16])[F:15])[C:5]#[N:6], predict the reaction product. The product is: [NH2:35][C:8]1[CH:7]=[C:4]([CH:3]=[C:2]([CH3:1])[C:9]=1[C:10]#[C:11][CH2:12][C:13]([OH:34])([CH2:18][C:19]1([CH3:33])[C:28]2[C:23](=[CH:24][CH:25]=[C:26]([S:29]([CH3:32])(=[O:31])=[O:30])[CH:27]=2)[O:22][CH2:21][CH2:20]1)[C:14]([F:17])([F:15])[F:16])[C:5]#[N:6]. (4) Given the reactants CCN(C(C)C)C(C)C.CN(C(ON1N=NC2C=CC=NC1=2)=[N+](C)C)C.F[P-](F)(F)(F)(F)F.[F:34][C:35]([F:55])([C:48]1[CH:53]=[CH:52][C:51]([F:54])=[CH:50][CH:49]=1)[CH2:36][CH2:37][S:38][C:39]1[N:47]=[CH:46][CH:45]=[CH:44][C:40]=1[C:41]([OH:43])=O.[CH3:56][CH:57]([CH3:61])[CH2:58][CH2:59][NH2:60], predict the reaction product. The product is: [F:55][C:35]([F:34])([C:48]1[CH:53]=[CH:52][C:51]([F:54])=[CH:50][CH:49]=1)[CH2:36][CH2:37][S:38][C:39]1[C:40]([C:41]([NH:60][CH2:59][CH2:58][CH:57]([CH3:61])[CH3:56])=[O:43])=[CH:44][CH:45]=[CH:46][N:47]=1. (5) Given the reactants [C:1]([C:5]1[CH:22]=[CH:21][C:8]([CH2:9][CH:10]2[CH2:15][CH2:14][N:13]([C:16](=[O:20])[C:17](O)=[O:18])[CH2:12][CH2:11]2)=[CH:7][CH:6]=1)([CH3:4])([CH3:3])[CH3:2].[NH2:23][C:24]1[CH:33]=[CH:32][C:27]2[NH:28][C:29](=[O:31])[O:30][C:26]=2[CH:25]=1, predict the reaction product. The product is: [C:1]([C:5]1[CH:22]=[CH:21][C:8]([CH2:9][CH:10]2[CH2:11][CH2:12][N:13]([C:16](=[O:20])[C:17]([NH:23][C:24]3[CH:33]=[CH:32][C:27]4[NH:28][C:29](=[O:31])[O:30][C:26]=4[CH:25]=3)=[O:18])[CH2:14][CH2:15]2)=[CH:7][CH:6]=1)([CH3:4])([CH3:2])[CH3:3]. (6) Given the reactants CO[C:3](=[O:24])[C:4]1[C:9]([Cl:10])=[CH:8][C:7]([Cl:11])=[CH:6][C:5]=1[NH:12][C:13](=[O:23])[CH:14]([C:16]1[CH:21]=[CH:20][C:19]([Br:22])=[CH:18][CH:17]=1)[CH3:15].[H-].[Na+].[Li+].C[Si]([N-][Si](C)(C)C)(C)C.CCCCCC, predict the reaction product. The product is: [Br:22][C:19]1[CH:20]=[CH:21][C:16]([C:14]2([CH3:15])[C:3](=[O:24])[C:4]3[C:5](=[CH:6][C:7]([Cl:11])=[CH:8][C:9]=3[Cl:10])[NH:12][C:13]2=[O:23])=[CH:17][CH:18]=1. (7) Given the reactants [Br:1][C:2]1[C:10]2[CH:9]=[C:8]([C:11]([O:13]C)=[O:12])[S:7][C:6]=2[CH:5]=[CH:4][CH:3]=1.[OH-].[Na+].CO, predict the reaction product. The product is: [Br:1][C:2]1[C:10]2[CH:9]=[C:8]([C:11]([OH:13])=[O:12])[S:7][C:6]=2[CH:5]=[CH:4][CH:3]=1.